Regression. Given two drug SMILES strings and cell line genomic features, predict the synergy score measuring deviation from expected non-interaction effect. From a dataset of NCI-60 drug combinations with 297,098 pairs across 59 cell lines. Drug 1: CC1=C2C(C(=O)C3(C(CC4C(C3C(C(C2(C)C)(CC1OC(=O)C(C(C5=CC=CC=C5)NC(=O)OC(C)(C)C)O)O)OC(=O)C6=CC=CC=C6)(CO4)OC(=O)C)OC)C)OC. Drug 2: CC1C(C(CC(O1)OC2CC(OC(C2O)C)OC3=CC4=CC5=C(C(=O)C(C(C5)C(C(=O)C(C(C)O)O)OC)OC6CC(C(C(O6)C)O)OC7CC(C(C(O7)C)O)OC8CC(C(C(O8)C)O)(C)O)C(=C4C(=C3C)O)O)O)O. Cell line: BT-549. Synergy scores: CSS=47.2, Synergy_ZIP=17.7, Synergy_Bliss=17.5, Synergy_Loewe=-5.17, Synergy_HSA=17.5.